This data is from TCR-epitope binding with 47,182 pairs between 192 epitopes and 23,139 TCRs. The task is: Binary Classification. Given a T-cell receptor sequence (or CDR3 region) and an epitope sequence, predict whether binding occurs between them. (1) The epitope is LLALHRSYL. The TCR CDR3 sequence is CASSSRQGGNQPQHF. Result: 0 (the TCR does not bind to the epitope). (2) The TCR CDR3 sequence is CASSYSKDSSNEQFF. Result: 0 (the TCR does not bind to the epitope). The epitope is PKYVKQNTLKLAT. (3) The epitope is GLCTLVAML. The TCR CDR3 sequence is CASSLAGAPSGEQYF. Result: 1 (the TCR binds to the epitope). (4) The epitope is TPINLVRDL. The TCR CDR3 sequence is CSARGLGVNTEAFF. Result: 0 (the TCR does not bind to the epitope). (5) The epitope is AVFDRKSDAK. The TCR CDR3 sequence is CAWSAGVNTGELFF. Result: 0 (the TCR does not bind to the epitope). (6) The epitope is GLCTLVAML. The TCR CDR3 sequence is CAWSETGLGTGELFF. Result: 1 (the TCR binds to the epitope). (7) The epitope is FQPTNGVGY. The TCR CDR3 sequence is CASSQRQDSSYNEQFF. Result: 0 (the TCR does not bind to the epitope). (8) The epitope is ALSKGVHFV. The TCR CDR3 sequence is CATSPGTVGVVEETQYF. Result: 1 (the TCR binds to the epitope). (9) The epitope is KLSYGIATV. The TCR CDR3 sequence is CASSQGLLLNEQYF. Result: 1 (the TCR binds to the epitope). (10) The epitope is FVDGVPFVV. The TCR CDR3 sequence is CASSQDRTRRYEQYF. Result: 1 (the TCR binds to the epitope).